This data is from Catalyst prediction with 721,799 reactions and 888 catalyst types from USPTO. The task is: Predict which catalyst facilitates the given reaction. Reactant: O[CH:2]1[C:11]2[C:6](=[CH:7][CH:8]=[C:9]([C:12]([O:14][CH3:15])=[O:13])[CH:10]=2)[NH:5][CH:4]([C:16]2[CH:21]=[CH:20][CH:19]=[C:18]([O:22][C:23]([CH3:29])([CH3:28])[C:24]([O:26][CH3:27])=[O:25])[CH:17]=2)[C:3]1([CH3:31])[CH3:30].C([SiH](CC)CC)C.FC(F)(F)C(O)=O.C(=O)([O-])[O-].[Na+].[Na+]. Product: [CH3:27][O:26][C:24](=[O:25])[C:23]([CH3:29])([O:22][C:18]1[CH:17]=[C:16]([CH:4]2[C:3]([CH3:31])([CH3:30])[CH2:2][C:11]3[C:6](=[CH:7][CH:8]=[C:9]([C:12]([O:14][CH3:15])=[O:13])[CH:10]=3)[NH:5]2)[CH:21]=[CH:20][CH:19]=1)[CH3:28]. The catalyst class is: 4.